From a dataset of Full USPTO retrosynthesis dataset with 1.9M reactions from patents (1976-2016). Predict the reactants needed to synthesize the given product. (1) Given the product [NH:5]1[CH:9]=[CH:8][C:7]([C:10]2[S:11][CH:12]=[CH:13][N:14]=2)=[CH:6]1, predict the reactants needed to synthesize it. The reactants are: C([Si](C(C)C)(C(C)C)[N:5]1[CH:9]=[CH:8][C:7]([C:10]2[S:11][CH:12]=[CH:13][N:14]=2)=[CH:6]1)(C)C.[F-].C([N+](CCCC)(CCCC)CCCC)CCC. (2) Given the product [OH:19][C:16]1[CH:15]=[CH:14][C:13]([C:10]2[C:9]([C:27]3[CH:32]=[CH:31][CH:30]=[CH:29][CH:28]=3)=[C:8]([C:5]3([C:3]([OH:4])=[O:2])[CH2:7][CH2:6]3)[O:12][N:11]=2)=[CH:18][CH:17]=1, predict the reactants needed to synthesize it. The reactants are: C[O:2][C:3]([C:5]1([C:8]2[O:12][N:11]=[C:10]([C:13]3[CH:18]=[CH:17][C:16]([O:19][Si](C(C)(C)C)(C)C)=[CH:15][CH:14]=3)[C:9]=2[C:27]2[CH:32]=[CH:31][CH:30]=[CH:29][CH:28]=2)[CH2:7][CH2:6]1)=[O:4].[OH-].[Na+]. (3) Given the product [CH2:30]([N:32]([CH2:55][CH3:56])[CH2:33][CH2:34][NH:35][C:36]([C:38]1[CH:43]=[CH:42][C:41]([NH:44][C:45]2[C:46]3[N:47]([CH:52]=[CH:53][N:54]=3)[C:48]([C:65]3[CH:66]=[N:67][NH:68][CH:69]=3)=[CH:49][N:50]=2)=[CH:40][N:39]=1)=[O:37])[CH3:31], predict the reactants needed to synthesize it. The reactants are: N1(C2C=CC(NC3C4N(C=CN=4)C(C4C=CNC(=O)C=4)=CN=3)=CC=2)CCOCC1.[CH2:30]([N:32]([CH2:55][CH3:56])[CH2:33][CH2:34][NH:35][C:36]([C:38]1[CH:43]=[CH:42][C:41]([NH:44][C:45]2[C:46]3[N:47]([CH:52]=[CH:53][N:54]=3)[C:48](Br)=[CH:49][N:50]=2)=[CH:40][N:39]=1)=[O:37])[CH3:31].CC1(C)C(C)(C)OB([C:65]2[CH:66]=[N:67][NH:68][CH:69]=2)O1.CC([O-])(C)C.[Na+]. (4) Given the product [CH3:16][C:15]1([CH3:17])[O:14][C:13](=[O:18])[NH:12][C:11]2[CH:19]=[CH:20][C:8]([C:4]3[CH:5]=[CH:6][CH:7]=[C:2]([C:26]4[S:27][CH:28]=[CH:29][N:30]=4)[CH:3]=3)=[CH:9][C:10]1=2, predict the reactants needed to synthesize it. The reactants are: Br[C:2]1[CH:3]=[C:4]([C:8]2[CH:20]=[CH:19][C:11]3[NH:12][C:13](=[O:18])[O:14][C:15]([CH3:17])([CH3:16])[C:10]=3[CH:9]=2)[CH:5]=[CH:6][CH:7]=1.C([Sn](CCCC)(CCCC)[C:26]1[S:27][CH:28]=[CH:29][N:30]=1)CCC. (5) Given the product [CH3:44][O:43][C:40]1[N:39]=[CH:38][C:37]([NH:36][C:12]2[C:17]([C:18]3[N:23]=[C:22]([CH3:24])[N:21]=[CH:20][N:19]=3)=[CH:16][C:15]([CH2:25][N:26]3[CH2:31][CH2:30][N:29]([S:32]([CH3:35])(=[O:34])=[O:33])[CH2:28][CH2:27]3)=[CH:14][N:13]=2)=[CH:42][CH:41]=1, predict the reactants needed to synthesize it. The reactants are: [Li+].C[Si]([N-][Si](C)(C)C)(C)C.F[C:12]1[C:17]([C:18]2[N:23]=[C:22]([CH3:24])[N:21]=[CH:20][N:19]=2)=[CH:16][C:15]([CH2:25][N:26]2[CH2:31][CH2:30][N:29]([S:32]([CH3:35])(=[O:34])=[O:33])[CH2:28][CH2:27]2)=[CH:14][N:13]=1.[NH2:36][C:37]1[CH:38]=[N:39][C:40]([O:43][CH3:44])=[CH:41][CH:42]=1.C1COCC1. (6) Given the product [C:20]([C:3]1[N:4]=[CH:5][C:6]([N:8]2[CH2:13][CH2:12][CH2:11][C@@H:10]([NH:14][C:15](=[O:19])[N:16]([CH3:18])[CH3:17])[CH2:9]2)=[N:7][C:2]=1[NH:27][C:26]1[CH:28]=[CH:29][C:23]([F:22])=[CH:24][CH:25]=1)#[N:21], predict the reactants needed to synthesize it. The reactants are: Cl[C:2]1[N:7]=[C:6]([N:8]2[CH2:13][CH2:12][CH2:11][C@@H:10]([NH:14][C:15](=[O:19])[N:16]([CH3:18])[CH3:17])[CH2:9]2)[CH:5]=[N:4][C:3]=1[C:20]#[N:21].[F:22][C:23]1[CH:29]=[CH:28][C:26]([NH2:27])=[CH:25][CH:24]=1.C(=O)([O-])[O-].[Cs+].[Cs+].C1C=CC(P(C2C(C3C(P(C4C=CC=CC=4)C4C=CC=CC=4)=CC=C4C=3C=CC=C4)=C3C(C=CC=C3)=CC=2)C2C=CC=CC=2)=CC=1.